Dataset: Full USPTO retrosynthesis dataset with 1.9M reactions from patents (1976-2016). Task: Predict the reactants needed to synthesize the given product. (1) Given the product [CH2:50]([C@:3]1([CH2:27][CH2:28][CH2:29][CH2:30][B:31]2[O:35][C:34]([CH3:37])([CH3:36])[C:33]([CH3:39])([CH3:38])[O:32]2)[C:2](=[O:1])[O:7][C@@H:6]([C:8]2[CH:9]=[CH:10][CH:11]=[CH:12][CH:13]=2)[C@@H:5]([C:14]2[CH:19]=[CH:18][CH:17]=[CH:16][CH:15]=2)[N:4]1[C:20]([O:22][C:23]([CH3:26])([CH3:25])[CH3:24])=[O:21])[CH:49]=[CH2:48], predict the reactants needed to synthesize it. The reactants are: [O:1]=[C:2]1[O:7][C@@H:6]([C:8]2[CH:13]=[CH:12][CH:11]=[CH:10][CH:9]=2)[C@@H:5]([C:14]2[CH:19]=[CH:18][CH:17]=[CH:16][CH:15]=2)[N:4]([C:20]([O:22][C:23]([CH3:26])([CH3:25])[CH3:24])=[O:21])[C@@H:3]1[CH2:27][CH2:28][CH2:29][CH2:30][B:31]1[O:35][C:34]([CH3:37])([CH3:36])[C:33]([CH3:39])([CH3:38])[O:32]1.CN(CCN(C)C)C.[CH2:48](I)[CH:49]=[CH2:50].C[Si]([N-][Si](C)(C)C)(C)C.[K+].Cl. (2) Given the product [N:11]([CH2:4][C:3]1[C:2]([F:1])=[CH:9][CH:8]=[CH:7][C:6]=1[F:10])=[N+:12]=[N-:13], predict the reactants needed to synthesize it. The reactants are: [F:1][C:2]1[CH:9]=[CH:8][CH:7]=[C:6]([F:10])[C:3]=1[CH2:4]Cl.[N-:11]=[N+:12]=[N-:13].[Na+].